Dataset: Full USPTO retrosynthesis dataset with 1.9M reactions from patents (1976-2016). Task: Predict the reactants needed to synthesize the given product. (1) The reactants are: Br[C:2]1[CH:14]=[CH:13][C:5]([C:6]([O:8][C:9]([CH3:12])([CH3:11])[CH3:10])=[O:7])=[CH:4][CH:3]=1.[Cl:15][C:16]1[CH:17]=[C:18]([NH2:32])[CH:19]=[N:20][C:21]=1[O:22][CH:23]([C:28]([F:31])([F:30])[F:29])[C:24]([F:27])([F:26])[F:25].C(=O)([O-])[O-].[K+].[K+].CC(C1C=C(C(C)C)C(C2C(P(C3CCCCC3)C3CCCCC3)=C(OC)C=CC=2OC)=C(C(C)C)C=1)C. Given the product [Cl:15][C:16]1[CH:17]=[C:18]([NH:32][C:2]2[CH:14]=[CH:13][C:5]([C:6]([O:8][C:9]([CH3:12])([CH3:11])[CH3:10])=[O:7])=[CH:4][CH:3]=2)[CH:19]=[N:20][C:21]=1[O:22][CH:23]([C:24]([F:25])([F:26])[F:27])[C:28]([F:31])([F:30])[F:29], predict the reactants needed to synthesize it. (2) Given the product [F:28][C:26]1([F:29])[CH2:27][CH:25]1[CH2:24][N:1]1[C:9]2[C:4](=[CH:5][CH:6]=[CH:7][CH:8]=2)[C:3]2([C:21]3[C:12](=[CH:13][C:14]4[O:19][CH2:18][CH2:17][O:16][C:15]=4[CH:20]=3)[O:11][CH2:10]2)[C:2]1=[O:22], predict the reactants needed to synthesize it. The reactants are: [NH:1]1[C:9]2[C:4](=[CH:5][CH:6]=[CH:7][CH:8]=2)[C:3]2([C:21]3[C:12](=[CH:13][C:14]4[O:19][CH2:18][CH2:17][O:16][C:15]=4[CH:20]=3)[O:11][CH2:10]2)[C:2]1=[O:22].Br[CH2:24][CH:25]1[CH2:27][C:26]1([F:29])[F:28].C(=O)([O-])[O-].[Cs+].[Cs+]. (3) Given the product [Cl:20][C:12]1[C:11]2[C:16](=[CH:17][C:8]([C:6]3[CH:7]=[C:2]([F:1])[CH:3]=[CH:4][C:5]=3[CH3:19])=[CH:9][CH:10]=2)[CH:15]=[N:14][C:13]=1[NH2:18], predict the reactants needed to synthesize it. The reactants are: [F:1][C:2]1[CH:3]=[CH:4][C:5]([CH3:19])=[C:6]([C:8]2[CH:17]=[C:16]3[C:11]([CH:12]=[C:13]([NH2:18])[N:14]=[CH:15]3)=[CH:10][CH:9]=2)[CH:7]=1.[Cl:20]CCl. (4) Given the product [ClH:43].[O:36]1[C:35]2[CH:40]=[CH:41][C:32]([CH2:31][NH:9][CH:10]3[CH2:15][CH2:14][N:13]([CH2:16][CH2:17][N:18]4[C:27]5[C:22](=[C:23]([O:28][CH3:29])[CH:24]=[CH:25][CH:26]=5)[CH:21]=[CH:20][C:19]4=[O:30])[CH2:12][CH2:11]3)=[CH:33][C:34]=2[O:39][CH2:38][CH2:37]1, predict the reactants needed to synthesize it. The reactants are: CO.C(OC(=O)[N:9]([CH2:31][C:32]1[CH:41]=[CH:40][C:35]2[O:36][CH2:37][CH2:38][O:39][C:34]=2[CH:33]=1)[CH:10]1[CH2:15][CH2:14][N:13]([CH2:16][CH2:17][N:18]2[C:27]3[C:22](=[C:23]([O:28][CH3:29])[CH:24]=[CH:25][CH:26]=3)[CH:21]=[CH:20][C:19]2=[O:30])[CH2:12][CH2:11]1)(C)(C)C.[ClH:43].C(OCC)(=O)C. (5) Given the product [F:11][C:4]1[CH:3]=[C:2]([B:17]2[O:21][C:20]([CH3:23])([CH3:22])[C:19]([CH3:25])([CH3:24])[O:18]2)[CH:7]=[CH:6][C:5]=1[N+:8]([O-:10])=[O:9], predict the reactants needed to synthesize it. The reactants are: Br[C:2]1[CH:7]=[CH:6][C:5]([N+:8]([O-:10])=[O:9])=[C:4]([F:11])[CH:3]=1.CC([O-])=O.[K+].[B:17]1([B:17]2[O:21][C:20]([CH3:23])([CH3:22])[C:19]([CH3:25])([CH3:24])[O:18]2)[O:21][C:20]([CH3:23])([CH3:22])[C:19]([CH3:25])([CH3:24])[O:18]1.C(Cl)Cl. (6) Given the product [F:26][C:27]1[CH:32]=[CH:31][CH:30]=[C:29]([F:33])[C:28]=1[C:2]1[CH:7]=[CH:6][N:5]=[CH:4][C:3]=1[N:8]([CH3:25])[C:9](=[O:24])[C:10]1[CH:15]=[C:14]([C:16]([F:19])([F:18])[F:17])[CH:13]=[C:12]([C:20]([F:23])([F:22])[F:21])[CH:11]=1, predict the reactants needed to synthesize it. The reactants are: Br[C:2]1[CH:7]=[CH:6][N:5]=[CH:4][C:3]=1[N:8]([CH3:25])[C:9](=[O:24])[C:10]1[CH:15]=[C:14]([C:16]([F:19])([F:18])[F:17])[CH:13]=[C:12]([C:20]([F:23])([F:22])[F:21])[CH:11]=1.[F:26][C:27]1[CH:32]=[CH:31][CH:30]=[C:29]([F:33])[C:28]=1B(O)O. (7) Given the product [F:1][C:2]1[CH:3]=[C:4]([CH:22]=[CH:23][CH:24]=1)[CH2:5][N:6]1[CH:11]=[CH:10][C:9]([OH:12])=[CH:8][C:7]1=[O:21], predict the reactants needed to synthesize it. The reactants are: [F:1][C:2]1[CH:3]=[C:4]([CH:22]=[CH:23][CH:24]=1)[CH2:5][N:6]1[CH:11]=[CH:10][C:9]([O:12]CC2C=CC=C(F)C=2)=[CH:8][C:7]1=[O:21]. (8) Given the product [Br:17][C:18]1[CH:19]=[C:20]([NH:21][C:9]2[C:4]3[CH:3]=[C:2]([F:1])[N:12]=[CH:11][C:5]=3[N:6]=[CH:7][N:8]=2)[CH:22]=[CH:23][C:24]=1[Br:25], predict the reactants needed to synthesize it. The reactants are: [F:1][C:2]1[N:12]=[CH:11][C:5]2[NH:6][C:7](=O)[N:8]=[CH:9][C:4]=2[CH:3]=1.S(Cl)(Cl)=O.[Br:17][C:18]1[CH:19]=[C:20]([CH:22]=[CH:23][C:24]=1[Br:25])[NH2:21].